The task is: Predict the reactants needed to synthesize the given product.. This data is from Full USPTO retrosynthesis dataset with 1.9M reactions from patents (1976-2016). (1) Given the product [Cl:17][C:18]1[CH:19]=[C:20]2[C:24](=[CH:25][CH:26]=1)[NH:23][C:22]([S:27]([N:30]1[CH2:31][CH2:32][CH:33]([C:36]([N:72]3[CH2:71][CH2:70][CH:69]([C:64]4[CH:65]=[CH:66][C:67](=[O:68])[N:62]([CH3:61])[N:63]=4)[CH2:74][CH2:73]3)=[O:38])[CH2:34][CH2:35]1)(=[O:28])=[O:29])=[CH:21]2, predict the reactants needed to synthesize it. The reactants are: FC(F)(F)C([O-])=O.C(N(CC)C(C)C)(C)C.[Cl:17][C:18]1[CH:19]=[C:20]2[C:24](=[CH:25][CH:26]=1)[NH:23][C:22]([S:27]([N:30]1[CH2:35][CH2:34][CH:33]([C:36]([OH:38])=O)[CH2:32][CH2:31]1)(=[O:29])=[O:28])=[CH:21]2.F[B-](F)(F)F.N1(OC(N(C)C)=[N+](C)C)C2C=CC=CC=2N=N1.[CH3:61][N:62]1[C:67](=[O:68])[CH:66]=[CH:65][C:64]([CH:69]2[CH2:74][CH2:73][NH:72][CH2:71][CH2:70]2)=[N:63]1. (2) Given the product [F:14][C:15]1[CH:16]=[N:17][C:18]2[C:23]([C:24]=1[CH2:25][CH:26]([C:28]13[CH2:35][CH2:34][C:31]([NH:36][CH2:12][C:10]4[N:9]=[CH:8][C:5]5[O:6][CH2:7][C:2](=[O:1])[NH:3][C:4]=5[N:11]=4)([CH2:32][CH2:33]1)[CH2:30][O:29]3)[OH:27])=[N:22][C:21]([O:44][CH3:45])=[CH:20][CH:19]=2, predict the reactants needed to synthesize it. The reactants are: [O:1]=[C:2]1[CH2:7][O:6][C:5]2[CH:8]=[N:9][C:10]([CH:12]=O)=[N:11][C:4]=2[NH:3]1.[F:14][C:15]1[CH:16]=[N:17][C:18]2[C:23]([C:24]=1[CH2:25][CH:26]([C:28]13[CH2:35][CH2:34][C:31]([NH:36]C(=O)OC(C)(C)C)([CH2:32][CH2:33]1)[CH2:30][O:29]3)[OH:27])=[N:22][C:21]([O:44][CH3:45])=[CH:20][CH:19]=2.C(O)(=O)C.C(O[BH-](OC(=O)C)OC(=O)C)(=O)C.[Na+]. (3) Given the product [CH2:16]([O:23][C:24]1[CH:25]=[CH:26][C:27]([C:28](=[O:29])[CH2:15][C:12]2[CH:13]=[CH:14][N:9]=[CH:10][CH:11]=2)=[CH:34][CH:35]=1)[C:17]1[CH:18]=[CH:19][CH:20]=[CH:21][CH:22]=1, predict the reactants needed to synthesize it. The reactants are: C([N-]C(C)C)(C)C.[Li+].[N:9]1[CH:14]=[CH:13][C:12]([CH3:15])=[CH:11][CH:10]=1.[CH2:16]([O:23][C:24]1[CH:35]=[CH:34][C:27]([C:28](N(OC)C)=[O:29])=[CH:26][CH:25]=1)[C:17]1[CH:22]=[CH:21][CH:20]=[CH:19][CH:18]=1.C(=O)(O)[O-].[Na+].